Task: Predict the reaction yield, written as a fraction of the theoretical maximum amount of product (1.0 means a 100% yield; for example, 0.34 means a 34% yield).. Dataset: Reaction yield outcomes from USPTO patents with 853,638 reactions (1) The reactants are C(N(CC)CC)C.[C:8]([O:11][CH2:12][CH2:13][C:14]1[CH:15]=[CH:16][CH:17]=[C:18]2[C:22]=1[N:21](C(OC(C)(C)C)=O)[CH:20]=[C:19]2[CH:30]=[O:31])(=[O:10])[CH3:9].[CH3:32][O:33][C:34]1[CH:35]=[C:36]([N:40]=[CH:41][C:42]2[CH:47]=[N:46][C:45]([O:48][CH3:49])=[CH:44][N:43]=2)[CH:37]=[N:38][CH:39]=1. The catalyst is [Cl-].C([N+]1C(C)=C(CCO)SC=1)C1C=CC=CC=1.C(O)C. The product is [C:8]([O:11][CH2:12][CH2:13][C:14]1[CH:15]=[CH:16][CH:17]=[C:18]2[C:22]=1[NH:21][CH:20]=[C:19]2[C:30](=[O:31])[CH:41]([C:42]1[CH:47]=[N:46][C:45]([O:48][CH3:49])=[CH:44][N:43]=1)[NH:40][C:36]1[CH:37]=[N:38][CH:39]=[C:34]([O:33][CH3:32])[CH:35]=1)(=[O:10])[CH3:9]. The yield is 0.590. (2) The reactants are [NH2:1][C:2]1[N:3]=[CH:4][C:5]([N:8]2[CH2:13][CH2:12][N:11]([C:14]([O:16][C:17]([CH3:20])([CH3:19])[CH3:18])=[O:15])[CH2:10][CH2:9]2)=[N:6][CH:7]=1.ClC1C=C(Cl)C=C(Cl)C=1[C:30](C1C(Cl)=CC(Cl)=CC=1Cl)([C:34]([O-])=[O:35])[C:31]([O-])=[O:32]. The product is [OH:35][C:34]1[N:1]=[C:2]2[CH:7]=[N:6][C:5]([N:8]3[CH2:9][CH2:10][N:11]([C:14]([O:16][C:17]([CH3:20])([CH3:19])[CH3:18])=[O:15])[CH2:12][CH2:13]3)=[CH:4][N:3]2[C:31](=[O:32])[CH:30]=1. The catalyst is C1COCC1. The yield is 0.770. (3) The reactants are [N:1]([CH2:4][CH:5]1[N:10]2[C:11]3[CH:12]=[CH:13][CH:14]=[C:15]([F:18])[C:16]=3[CH:17]=[C:9]2[C:8]2[N:19]=[C:20]([C:23]3[C:24]([N:43]([CH3:48])[S:44]([CH3:47])(=[O:46])=[O:45])=[CH:25][C:26]4[O:30][C:29]([C:31]5[CH:36]=[CH:35][C:34]([F:37])=[CH:33][CH:32]=5)=[C:28]([C:38]([NH:40][CH3:41])=[O:39])[C:27]=4[CH:42]=3)[CH:21]=[CH:22][C:7]=2[O:6]1)=[N+]=[N-]. The catalyst is CO.[Pd]. The product is [NH2:1][CH2:4][CH:5]1[N:10]2[C:11]3[CH:12]=[CH:13][CH:14]=[C:15]([F:18])[C:16]=3[CH:17]=[C:9]2[C:8]2[N:19]=[C:20]([C:23]3[C:24]([N:43]([CH3:48])[S:44]([CH3:47])(=[O:45])=[O:46])=[CH:25][C:26]4[O:30][C:29]([C:31]5[CH:32]=[CH:33][C:34]([F:37])=[CH:35][CH:36]=5)=[C:28]([C:38]([NH:40][CH3:41])=[O:39])[C:27]=4[CH:42]=3)[CH:21]=[CH:22][C:7]=2[O:6]1. The yield is 0.625. (4) The reactants are [CH2:1]([N:8]([CH2:14][C:15](O)([CH2:21][CH3:22])[C:16]([O:18][CH2:19][CH3:20])=[O:17])[CH:9]1[CH2:13][CH2:12][CH2:11][CH2:10]1)[C:2]1[CH:7]=[CH:6][CH:5]=[CH:4][CH:3]=1.CCN(S(F)(F)[F:30])CC. The catalyst is ClCCl. The product is [CH2:1]([N:8]([CH2:14][C:15]([F:30])([CH2:21][CH3:22])[C:16]([O:18][CH2:19][CH3:20])=[O:17])[CH:9]1[CH2:13][CH2:12][CH2:11][CH2:10]1)[C:2]1[CH:7]=[CH:6][CH:5]=[CH:4][CH:3]=1. The yield is 0.750. (5) The reactants are C1(C)C(S([C:10]2[CH:11]=[C:12]([NH2:19])[C:13](=[CH:17][CH:18]=2)[C:14]([OH:16])=O)(=O)=O)=CC=CC=1.P(Cl)(Cl)(Cl)(Cl)Cl.[Cl-].[Al+3].[Cl-].[Cl-].Cl. The catalyst is C1C=CC=CC=1. The product is [NH2:19][C:12]1[CH:11]=[CH:10][CH:18]=[CH:17][C:13]=1[C:14]([C:10]1[CH:11]=[CH:12][CH:13]=[CH:17][CH:18]=1)=[O:16]. The yield is 0.650. (6) The reactants are [NH2:1][CH2:2][C:3]1[O:4][CH:5]=[C:6]([O:10][CH2:11][C:12]2[CH:17]=[CH:16][CH:15]=[CH:14][CH:13]=2)[C:7](=[O:9])[CH:8]=1.[Cl:18][C:19]1[CH:24]=[CH:23][C:22]([S:25](Cl)(=[O:27])=[O:26])=[CH:21][CH:20]=1.C(OC1C(=O)C=C(CNS(C2C=CC=CC=2)(=O)=O)OC=1)C1C=CC=CC=1. No catalyst specified. The product is [CH2:11]([O:10][C:6]1[C:7](=[O:9])[CH:8]=[C:3]([CH2:2][NH:1][S:25]([C:22]2[CH:23]=[CH:24][C:19]([Cl:18])=[CH:20][CH:21]=2)(=[O:27])=[O:26])[O:4][CH:5]=1)[C:12]1[CH:17]=[CH:16][CH:15]=[CH:14][CH:13]=1. The yield is 0.569. (7) The reactants are Cl[C:2](Cl)([O:4]C(=O)OC(Cl)(Cl)Cl)Cl.[NH:13]1[CH2:17][CH2:16][NH:15][C:14]1=[O:18].[CH3:19][N:20]1[CH:24]=[C:23]([C:25]2[CH:30]=[C:29]([O:31][C:32]3[CH:33]=[CH:34][C:35]([NH2:38])=[N:36][CH:37]=3)[CH:28]=[CH:27][N:26]=2)[CH:22]=[N:21]1. The catalyst is CC#N. The product is [CH3:19][N:20]1[CH:24]=[C:23]([C:25]2[CH:30]=[C:29]([O:31][C:32]3[CH:33]=[CH:34][C:35]([NH:38][C:2]([N:13]4[CH2:17][CH2:16][NH:15][C:14]4=[O:18])=[O:4])=[N:36][CH:37]=3)[CH:28]=[CH:27][N:26]=2)[CH:22]=[N:21]1. The yield is 0.760.